Task: Regression. Given two drug SMILES strings and cell line genomic features, predict the synergy score measuring deviation from expected non-interaction effect.. Dataset: NCI-60 drug combinations with 297,098 pairs across 59 cell lines (1) Drug 2: CS(=O)(=O)CCNCC1=CC=C(O1)C2=CC3=C(C=C2)N=CN=C3NC4=CC(=C(C=C4)OCC5=CC(=CC=C5)F)Cl. Synergy scores: CSS=39.2, Synergy_ZIP=7.27, Synergy_Bliss=7.51, Synergy_Loewe=-11.0, Synergy_HSA=6.87. Cell line: UACC62. Drug 1: COC1=CC(=CC(=C1O)OC)C2C3C(COC3=O)C(C4=CC5=C(C=C24)OCO5)OC6C(C(C7C(O6)COC(O7)C8=CC=CS8)O)O. (2) Drug 1: CC1=CC=C(C=C1)C2=CC(=NN2C3=CC=C(C=C3)S(=O)(=O)N)C(F)(F)F. Drug 2: CCCCCOC(=O)NC1=NC(=O)N(C=C1F)C2C(C(C(O2)C)O)O. Cell line: LOX IMVI. Synergy scores: CSS=-3.90, Synergy_ZIP=1.58, Synergy_Bliss=0.268, Synergy_Loewe=-4.49, Synergy_HSA=-3.89.